Dataset: TCR-epitope binding with 47,182 pairs between 192 epitopes and 23,139 TCRs. Task: Binary Classification. Given a T-cell receptor sequence (or CDR3 region) and an epitope sequence, predict whether binding occurs between them. (1) The epitope is YFPLQSYGF. The TCR CDR3 sequence is CASSSGQGPDYGYTF. Result: 0 (the TCR does not bind to the epitope). (2) The epitope is AYAQKIFKI. The TCR CDR3 sequence is CASSQVGSTDTQYF. Result: 0 (the TCR does not bind to the epitope). (3) The epitope is VLWAHGFEL. The TCR CDR3 sequence is CASSFGSGELFF. Result: 1 (the TCR binds to the epitope). (4) The epitope is GVAMPNLYK. The TCR CDR3 sequence is CAIQRGDYNEQFF. Result: 0 (the TCR does not bind to the epitope). (5) The TCR CDR3 sequence is CASSPTEDLELSYEQYF. The epitope is QYDPVAALF. Result: 0 (the TCR does not bind to the epitope). (6) The epitope is MPASWVMRI. Result: 1 (the TCR binds to the epitope). The TCR CDR3 sequence is CASSLGLAGSDEQYF. (7) Result: 0 (the TCR does not bind to the epitope). The epitope is ATVVIGTSK. The TCR CDR3 sequence is CASSVGTGDHQPQHF. (8) The epitope is RQLLFVVEV. The TCR CDR3 sequence is CSVEDSDREHSNTGELFF. Result: 0 (the TCR does not bind to the epitope). (9) The epitope is WICLLQFAY. The TCR CDR3 sequence is CASSQGSGILDSPLHF. Result: 0 (the TCR does not bind to the epitope). (10) The TCR CDR3 sequence is CASSYVQGSGELFF. Result: 1 (the TCR binds to the epitope). The epitope is WICLLQFAY.